This data is from Full USPTO retrosynthesis dataset with 1.9M reactions from patents (1976-2016). The task is: Predict the reactants needed to synthesize the given product. (1) Given the product [F:1][C:2]1[CH:3]=[C:4]([CH:17]=[CH:18][CH:19]=1)[CH2:5][NH:6][C:7]1[N:15]=[C:14]([F:16])[N:13]=[C:12]2[C:8]=1[N:9]=[CH:10][N:11]2[CH:27]([CH3:29])[CH3:28], predict the reactants needed to synthesize it. The reactants are: [F:1][C:2]1[CH:3]=[C:4]([CH:17]=[CH:18][CH:19]=1)[CH2:5][NH:6][C:7]1[N:15]=[C:14]([F:16])[N:13]=[C:12]2[C:8]=1[N:9]=[CH:10][NH:11]2.C(=O)([O-])[O-].[K+].[K+].Br[CH:27]([CH3:29])[CH3:28].C(Cl)Cl.CCOCC.CO. (2) The reactants are: [CH3:1][C:2]([CH3:14])([CH3:13])[CH2:3][CH2:4][C:5]([N:7]1[CH2:12][CH2:11][CH2:10][CH2:9][CH2:8]1)=O.C[SiH](C)O[SiH](C)C. Given the product [CH3:1][C:2]([CH3:14])([CH3:13])[CH2:3][CH:4]=[CH:5][N:7]1[CH2:12][CH2:11][CH2:10][CH2:9][CH2:8]1, predict the reactants needed to synthesize it. (3) Given the product [Br:1][C:2]1[CH:3]=[C:4]2[C:9](=[C:10]([O:12][CH3:13])[CH:11]=1)[N:8]=[C:7]([NH:23][C:20]1[CH:21]=[CH:22][C:17]([S:15]([NH2:25])(=[O:16])=[O:24])=[CH:18][CH:19]=1)[N:6]=[CH:5]2, predict the reactants needed to synthesize it. The reactants are: [Br:1][C:2]1[CH:3]=[C:4]2[C:9](=[C:10]([O:12][CH3:13])[CH:11]=1)[N:8]=[C:7](Cl)[N:6]=[CH:5]2.[S:15]([NH2:25])(=[O:24])([C:17]1[CH:22]=[CH:21][C:20]([NH2:23])=[CH:19][CH:18]=1)=[O:16]. (4) Given the product [C:1]([C:3]1[CH:33]=[CH:32][CH:31]=[CH:30][C:4]=1[O:5][C:6]1[C:20]([O:21][C:35]2[CH:42]=[CH:41][CH:40]=[C:37]([C:38]#[N:39])[CH:36]=2)=[CH:19][C:9]2[NH:10][C:11]([C:13]3[CH:18]=[CH:17][CH:16]=[CH:15][N:14]=3)=[N:12][C:8]=2[CH:7]=1)#[N:2], predict the reactants needed to synthesize it. The reactants are: [C:1]([C:3]1[CH:33]=[CH:32][CH:31]=[CH:30][C:4]=1[O:5][C:6]1[C:20]([O:21]C2C=CC(C#N)=CC=2)=[CH:19][C:9]2[NH:10][C:11]([C:13]3[CH:18]=[CH:17][CH:16]=[CH:15][N:14]=3)=[N:12][C:8]=2[CH:7]=1)#[N:2].O[C:35]1[CH:36]=[C:37]([CH:40]=[CH:41][CH:42]=1)[C:38]#[N:39]. (5) Given the product [O:28]1[C:32]2([CH2:33][CH2:34][CH:35]([N:38]3[C:17](=[O:18])[C:16]([CH2:15][C:12]4[CH:13]=[CH:14][C:9]([C:4]5[C:3]([C:1]#[N:2])=[CH:8][CH:7]=[CH:6][CH:5]=5)=[C:10]([F:27])[CH:11]=4)=[C:22]([CH2:23][CH2:24][CH3:25])[N:40]4[N:41]=[CH:42][N:43]=[C:39]34)[CH2:36][CH2:37]2)[O:31][CH2:30][CH2:29]1, predict the reactants needed to synthesize it. The reactants are: [C:1]([C:3]1[CH:8]=[CH:7][CH:6]=[CH:5][C:4]=1[C:9]1[CH:14]=[CH:13][C:12]([CH2:15][CH:16]([C:22](=O)[CH2:23][CH2:24][CH3:25])[C:17](OCC)=[O:18])=[CH:11][C:10]=1[F:27])#[N:2].[O:28]1[C:32]2([CH2:37][CH2:36][CH:35]([NH:38][C:39]3[NH:43][CH:42]=[N:41][N:40]=3)[CH2:34][CH2:33]2)[O:31][CH2:30][CH2:29]1. (6) Given the product [CH3:24][O:23][C:18]1[CH:19]=[CH:20][CH:21]=[CH:22][C:17]=1[C:14]1[NH:13][C:12]([CH2:11][CH2:10][CH2:9][CH2:8][CH2:7][CH2:6][C:5]([OH:25])=[O:4])=[N:16][CH:15]=1, predict the reactants needed to synthesize it. The reactants are: [OH-].[Na+].C[O:4][C:5](=[O:25])[CH2:6][CH2:7][CH2:8][CH2:9][CH2:10][CH2:11][C:12]1[NH:13][C:14]([C:17]2[CH:22]=[CH:21][CH:20]=[CH:19][C:18]=2[O:23][CH3:24])=[CH:15][N:16]=1.Cl. (7) Given the product [CH2:1]([C@H:3]1[N:12]([C:13](=[O:22])[C:14]2[CH:19]=[CH:18][C:17]([OH:20])=[CH:16][CH:15]=2)[C:11]2[C:6](=[CH:7][C:8]([F:23])=[CH:9][CH:10]=2)[N:5]([CH3:24])[C:4]1=[O:25])[CH3:2], predict the reactants needed to synthesize it. The reactants are: [CH2:1]([C@H:3]1[N:12]([C:13](=[O:22])[C:14]2[CH:19]=[CH:18][C:17]([O:20]C)=[CH:16][CH:15]=2)[C:11]2[C:6](=[CH:7][C:8]([F:23])=[CH:9][CH:10]=2)[N:5]([CH3:24])[C:4]1=[O:25])[CH3:2].B(Cl)(Cl)Cl. (8) Given the product [Cl:1][C:2]1[CH:19]=[CH:18][CH:17]=[CH:16][C:3]=1[C:4]1[C:6]([C:7]([O:9][CH2:10][CH3:11])=[O:8])=[CH:12][NH:13][N:21]=1, predict the reactants needed to synthesize it. The reactants are: [Cl:1][C:2]1[CH:19]=[CH:18][CH:17]=[CH:16][C:3]=1[C:4]([C:6](=[CH:12][N:13](C)C)[C:7]([O:9][CH2:10][CH3:11])=[O:8])=O.O.[NH2:21]N. (9) Given the product [OH:15][C:2]1[CH:3]=[CH:4][CH:5]=[C:6]2[C:10]=1[C:9](=[O:11])[N:8]([CH3:12])[CH:7]2[CH3:13], predict the reactants needed to synthesize it. The reactants are: N[C:2]1[CH:3]=[CH:4][CH:5]=[C:6]2[C:10]=1[C:9](=[O:11])[N:8]([CH3:12])[CH:7]2[CH3:13].N([O-])=[O:15].[Na+].O.[Na+].[Cl-].